This data is from Full USPTO retrosynthesis dataset with 1.9M reactions from patents (1976-2016). The task is: Predict the reactants needed to synthesize the given product. (1) Given the product [CH3:1][O:2][C:3](=[O:25])[C:4]1[CH:9]=[CH:8][CH:7]=[CH:6][C:5]=1[NH:10][C:11]1[N:15]([C:16]2[CH:21]=[CH:20][CH:19]=[C:18]([F:22])[C:17]=2[CH3:23])[N:14]=[C:13]([CH3:24])[C:12]=1[Br:26], predict the reactants needed to synthesize it. The reactants are: [CH3:1][O:2][C:3](=[O:25])[C:4]1[CH:9]=[CH:8][CH:7]=[CH:6][C:5]=1[NH:10][C:11]1[N:15]([C:16]2[CH:21]=[CH:20][CH:19]=[C:18]([F:22])[C:17]=2[CH3:23])[N:14]=[C:13]([CH3:24])[CH:12]=1.[Br:26]N1C(C)(C)C(=O)N(Br)C1=O. (2) The reactants are: [NH2:1][C:2]1[CH:18]=[CH:17][C:5]([O:6][C:7]2[CH:12]=[CH:11][N:10]=[C:9]([C:13]([NH:15][CH3:16])=[O:14])[CH:8]=2)=[CH:4][C:3]=1[NH:19][CH3:20].[Br:21][C:22]1[CH:27]=[CH:26][C:25]([N:28]=[C:29]=S)=[CH:24][CH:23]=1.IC. Given the product [Br:21][C:22]1[CH:27]=[CH:26][C:25]([NH:28][C:29]2[N:19]([CH3:20])[C:3]3[CH:4]=[C:5]([O:6][C:7]4[CH:12]=[CH:11][N:10]=[C:9]([C:13]([NH:15][CH3:16])=[O:14])[CH:8]=4)[CH:17]=[CH:18][C:2]=3[N:1]=2)=[CH:24][CH:23]=1, predict the reactants needed to synthesize it.